From a dataset of hERG Central: cardiac toxicity at 1µM, 10µM, and general inhibition. Predict hERG channel inhibition at various concentrations. (1) The molecule is Cc1nn(-c2ccc(F)cc2)c(C)c1CN1CCN(CCc2ccccc2)C(CCO)C1. Results: hERG_inhib (hERG inhibition (general)): blocker. (2) The molecule is COc1ccc(CCN2CCCC(CN(C)Cc3cc(OC)c(OC)c(OC)c3)C2)cc1. Results: hERG_inhib (hERG inhibition (general)): blocker.